Dataset: Full USPTO retrosynthesis dataset with 1.9M reactions from patents (1976-2016). Task: Predict the reactants needed to synthesize the given product. (1) Given the product [NH2:18][CH:16]([CH3:17])[CH:15]([C:21]1[C:22]([CH3:38])=[C:23]([NH:27][C:28](=[O:37])[O:29][CH2:30][C:31]2[CH:36]=[CH:35][CH:34]=[CH:33][CH:32]=2)[CH:24]=[CH:25][CH:26]=1)[C:10]1[C:9]2[C:13](=[CH:14][C:6]([O:5][CH2:4][CH2:3][O:2][CH3:1])=[CH:7][CH:8]=2)[NH:12][CH:11]=1, predict the reactants needed to synthesize it. The reactants are: [CH3:1][O:2][CH2:3][CH2:4][O:5][C:6]1[CH:14]=[C:13]2[C:9]([C:10]([CH:15]([C:21]3[C:22]([CH3:38])=[C:23]([NH:27][C:28](=[O:37])[O:29][CH2:30][C:31]4[CH:36]=[CH:35][CH:34]=[CH:33][CH:32]=4)[CH:24]=[CH:25][CH:26]=3)[CH:16]([N+:18]([O-])=O)[CH3:17])=[CH:11][NH:12]2)=[CH:8][CH:7]=1.C([O-])(=O)C.[NH4+]. (2) Given the product [CH3:1][O:2][C:3](=[O:4])/[C:5](/[NH:11][NH2:12])=[CH:6]\[C:7]([O:9][CH3:10])=[O:8], predict the reactants needed to synthesize it. The reactants are: [CH3:1][O:2][C:3]([C:5]#[C:6][C:7]([O:9][CH3:10])=[O:8])=[O:4].[NH2:11][NH2:12]. (3) The reactants are: [Si:1]([O-:5])([O-:4])([O-:3])[O-:2].[Na+].[Na+].[Na+].[Na+].[Cl-].[Al+3:11].[Cl-].[Cl-].[OH-].[Na+]. Given the product [Si:1]([O-:5])([O-:4])([O-:3])[O-:2].[Al+3:11].[Si:1]([O-:5])([O-:4])([O-:3])[O-:2].[Si:1]([O-:5])([O-:4])([O-:3])[O-:2].[Al+3:11].[Al+3:11].[Al+3:11], predict the reactants needed to synthesize it. (4) Given the product [CH2:9]([C:10]1[N:11]=[C:15]([OH:16])[CH:14]=[C:13]([OH:20])[N:12]=1)[C:3]1[CH:8]=[CH:7][CH:6]=[CH:5][CH:4]=1, predict the reactants needed to synthesize it. The reactants are: [Na].Cl.[C:3]1([CH2:9][C:10](=[NH:12])[NH2:11])[CH:8]=[CH:7][CH:6]=[CH:5][CH:4]=1.[C:13](OCC)(=[O:20])[CH2:14][C:15](OCC)=[O:16]. (5) Given the product [NH2:13][C:9]1[CH:8]=[C:7]2[C:12](=[CH:11][CH:10]=1)[N:3]([CH2:1][CH3:2])[C:4](=[O:18])[N:5]([CH2:16][CH3:17])[CH2:6]2, predict the reactants needed to synthesize it. The reactants are: [CH2:1]([N:3]1[C:12]2[C:7](=[CH:8][C:9]([N+:13]([O-])=O)=[CH:10][CH:11]=2)[CH2:6][N:5]([CH2:16][CH3:17])[C:4]1=[O:18])[CH3:2].[H][H]. (6) Given the product [Cl:1][C:2]1[CH:3]=[C:4]([C:12]2[O:16][N:15]=[C:14]([CH2:17][O:18][C:20]3[CH:27]=[CH:26][C:23]([C:24]#[N:25])=[CH:22][CH:21]=3)[CH:13]=2)[CH:5]=[CH:6][C:7]=1[O:8][CH:9]([CH3:11])[CH3:10], predict the reactants needed to synthesize it. The reactants are: [Cl:1][C:2]1[CH:3]=[C:4]([C:12]2[O:16][N:15]=[C:14]([CH2:17][OH:18])[CH:13]=2)[CH:5]=[CH:6][C:7]=1[O:8][CH:9]([CH3:11])[CH3:10].O[C:20]1[CH:27]=[CH:26][C:23]([C:24]#[N:25])=[CH:22][CH:21]=1.C1C=CC(P(C2C=CC=CC=2)C2C=CC=CC=2)=CC=1.N(C(OC(C)(C)C)=O)=NC(OC(C)(C)C)=O. (7) The reactants are: [F:1][C:2]1[C:11](/[CH:12]=[CH:13]/[C:14]2[CH:15]=[N:16][C:17]([NH:20][C:21]3[CH:26]=[CH:25][C:24]([N:27]4[CH:32]=[CH:31][CH:30]=[CH:29][C:28]4=[O:33])=[CH:23][CH:22]=3)=[N:18][CH:19]=2)=[CH:10][C:5]([C:6]([O:8][CH3:9])=[O:7])=[CH:4][C:3]=1[O:34][CH3:35]. Given the product [F:1][C:2]1[C:11]([CH2:12][CH2:13][C:14]2[CH:15]=[N:16][C:17]([NH:20][C:21]3[CH:22]=[CH:23][C:24]([N:27]4[CH2:32][CH2:31][CH2:30][CH2:29][C:28]4=[O:33])=[CH:25][CH:26]=3)=[N:18][CH:19]=2)=[CH:10][C:5]([C:6]([O:8][CH3:9])=[O:7])=[CH:4][C:3]=1[O:34][CH3:35], predict the reactants needed to synthesize it.